Dataset: NCI-60 drug combinations with 297,098 pairs across 59 cell lines. Task: Regression. Given two drug SMILES strings and cell line genomic features, predict the synergy score measuring deviation from expected non-interaction effect. (1) Drug 1: CCCS(=O)(=O)NC1=C(C(=C(C=C1)F)C(=O)C2=CNC3=C2C=C(C=N3)C4=CC=C(C=C4)Cl)F. Drug 2: CNC(=O)C1=CC=CC=C1SC2=CC3=C(C=C2)C(=NN3)C=CC4=CC=CC=N4. Cell line: HCC-2998. Synergy scores: CSS=-15.6, Synergy_ZIP=6.22, Synergy_Bliss=-2.88, Synergy_Loewe=-18.8, Synergy_HSA=-14.5. (2) Drug 1: C1=C(C(=O)NC(=O)N1)F. Drug 2: CC1CCCC2(C(O2)CC(NC(=O)CC(C(C(=O)C(C1O)C)(C)C)O)C(=CC3=CSC(=N3)C)C)C. Cell line: HCC-2998. Synergy scores: CSS=39.6, Synergy_ZIP=-7.09, Synergy_Bliss=-12.1, Synergy_Loewe=-9.21, Synergy_HSA=-9.15. (3) Drug 1: C1=NC2=C(N1)C(=S)N=C(N2)N. Drug 2: CC(C)NC(=O)C1=CC=C(C=C1)CNNC.Cl. Cell line: UO-31. Synergy scores: CSS=25.9, Synergy_ZIP=2.56, Synergy_Bliss=-1.12, Synergy_Loewe=-17.2, Synergy_HSA=-0.821. (4) Drug 1: CC12CCC(CC1=CCC3C2CCC4(C3CC=C4C5=CN=CC=C5)C)O. Drug 2: C1=CC=C(C(=C1)C(C2=CC=C(C=C2)Cl)C(Cl)Cl)Cl. Cell line: BT-549. Synergy scores: CSS=2.90, Synergy_ZIP=1.35, Synergy_Bliss=5.96, Synergy_Loewe=4.91, Synergy_HSA=5.49. (5) Drug 1: CC1=C(C(=CC=C1)Cl)NC(=O)C2=CN=C(S2)NC3=CC(=NC(=N3)C)N4CCN(CC4)CCO. Drug 2: CN(CC1=CN=C2C(=N1)C(=NC(=N2)N)N)C3=CC=C(C=C3)C(=O)NC(CCC(=O)O)C(=O)O. Cell line: 786-0. Synergy scores: CSS=58.2, Synergy_ZIP=-3.06, Synergy_Bliss=-1.72, Synergy_Loewe=-21.7, Synergy_HSA=-0.658. (6) Drug 1: C(=O)(N)NO. Drug 2: CC1CCC2CC(C(=CC=CC=CC(CC(C(=O)C(C(C(=CC(C(=O)CC(OC(=O)C3CCCCN3C(=O)C(=O)C1(O2)O)C(C)CC4CCC(C(C4)OC)O)C)C)O)OC)C)C)C)OC. Synergy scores: CSS=4.68, Synergy_ZIP=-3.21, Synergy_Bliss=-3.62, Synergy_Loewe=-2.65, Synergy_HSA=-2.71. Cell line: UACC62.